From a dataset of NCI-60 drug combinations with 297,098 pairs across 59 cell lines. Regression. Given two drug SMILES strings and cell line genomic features, predict the synergy score measuring deviation from expected non-interaction effect. (1) Drug 1: C1=CC=C(C=C1)NC(=O)CCCCCCC(=O)NO. Drug 2: C1CC(CNC1)C2=CC=C(C=C2)N3C=C4C=CC=C(C4=N3)C(=O)N. Cell line: UACC62. Synergy scores: CSS=48.1, Synergy_ZIP=-0.422, Synergy_Bliss=1.13, Synergy_Loewe=-8.03, Synergy_HSA=2.23. (2) Drug 1: C1=CC(=CC=C1CCCC(=O)O)N(CCCl)CCCl. Drug 2: C1=NC(=NC(=O)N1C2C(C(C(O2)CO)O)O)N. Cell line: DU-145. Synergy scores: CSS=36.2, Synergy_ZIP=-4.76, Synergy_Bliss=-3.35, Synergy_Loewe=-3.39, Synergy_HSA=-2.87. (3) Drug 1: CC1C(C(CC(O1)OC2CC(CC3=C2C(=C4C(=C3O)C(=O)C5=C(C4=O)C(=CC=C5)OC)O)(C(=O)CO)O)N)O. Drug 2: C1=CC(=C(C=C1I)F)NC2=C(C=CC(=C2F)F)C(=O)NOCC(CO)O. Cell line: NCI-H460. Synergy scores: CSS=63.1, Synergy_ZIP=4.40, Synergy_Bliss=4.04, Synergy_Loewe=4.97, Synergy_HSA=9.70.